The task is: Predict the reactants needed to synthesize the given product.. This data is from Full USPTO retrosynthesis dataset with 1.9M reactions from patents (1976-2016). (1) Given the product [C:18]1([CH2:17][N:13]2[CH2:14][CH2:15][O:16][CH:11]([C:9]3[NH:8][C:3]4[CH2:4][CH2:5][CH2:6][CH2:7][C:2]=4[N:31]=3)[CH2:12]2)[CH:23]=[CH:22][CH:21]=[CH:20][CH:19]=1, predict the reactants needed to synthesize it. The reactants are: O=[C:2]1[CH2:7][CH2:6][CH2:5][CH2:4][C@H:3]1[NH:8][C:9]([CH:11]1[O:16][CH2:15][CH2:14][N:13]([CH2:17][C:18]2[CH:23]=[CH:22][CH:21]=[CH:20][CH:19]=2)[CH2:12]1)=O.FC(F)(F)C([O-])=O.[NH4+:31].O. (2) Given the product [CH2:9]([N:4]1[CH2:5][CH2:6][CH2:7][CH2:8][C@@H:2]([NH:1][C:34]([N:31]2[CH2:32][CH2:33][CH:28]([N:27]3[CH2:26][C:25]4[C:20](=[CH:21][CH:22]=[CH:23][CH:24]=4)[NH:19][C:18]3=[O:17])[CH2:29][CH2:30]2)=[O:35])[C:3]1=[O:16])[C:10]1[CH:15]=[CH:14][CH:13]=[CH:12][CH:11]=1, predict the reactants needed to synthesize it. The reactants are: [NH2:1][C@@H:2]1[CH2:8][CH2:7][CH2:6][CH2:5][N:4]([CH2:9][C:10]2[CH:15]=[CH:14][CH:13]=[CH:12][CH:11]=2)[C:3]1=[O:16].[O:17]=[C:18]1[N:27]([CH:28]2[CH2:33][CH2:32][N:31]([C:34](Cl)=[O:35])[CH2:30][CH2:29]2)[CH2:26][C:25]2[C:20](=[CH:21][CH:22]=[CH:23][CH:24]=2)[NH:19]1.